From a dataset of NCI-60 drug combinations with 297,098 pairs across 59 cell lines. Regression. Given two drug SMILES strings and cell line genomic features, predict the synergy score measuring deviation from expected non-interaction effect. (1) Drug 1: COC1=CC(=CC(=C1O)OC)C2C3C(COC3=O)C(C4=CC5=C(C=C24)OCO5)OC6C(C(C7C(O6)COC(O7)C8=CC=CS8)O)O. Drug 2: CC1=CC=C(C=C1)C2=CC(=NN2C3=CC=C(C=C3)S(=O)(=O)N)C(F)(F)F. Cell line: HOP-92. Synergy scores: CSS=34.8, Synergy_ZIP=-12.6, Synergy_Bliss=-8.06, Synergy_Loewe=-9.30, Synergy_HSA=-5.53. (2) Drug 1: CS(=O)(=O)OCCCCOS(=O)(=O)C. Drug 2: C(CN)CNCCSP(=O)(O)O. Cell line: HOP-62. Synergy scores: CSS=-7.43, Synergy_ZIP=2.08, Synergy_Bliss=-2.98, Synergy_Loewe=-6.99, Synergy_HSA=-8.37. (3) Drug 1: CC1=CC2C(CCC3(C2CCC3(C(=O)C)OC(=O)C)C)C4(C1=CC(=O)CC4)C. Drug 2: C1CN1P(=S)(N2CC2)N3CC3. Cell line: NCI-H522. Synergy scores: CSS=14.1, Synergy_ZIP=-0.382, Synergy_Bliss=2.49, Synergy_Loewe=-3.95, Synergy_HSA=2.81. (4) Drug 1: CNC(=O)C1=NC=CC(=C1)OC2=CC=C(C=C2)NC(=O)NC3=CC(=C(C=C3)Cl)C(F)(F)F. Drug 2: N.N.Cl[Pt+2]Cl. Cell line: NCI/ADR-RES. Synergy scores: CSS=34.4, Synergy_ZIP=-2.34, Synergy_Bliss=0.519, Synergy_Loewe=-21.4, Synergy_HSA=-5.49. (5) Drug 1: COC1=NC(=NC2=C1N=CN2C3C(C(C(O3)CO)O)O)N. Drug 2: C1CN(CCN1C(=O)CCBr)C(=O)CCBr. Cell line: MOLT-4. Synergy scores: CSS=85.5, Synergy_ZIP=3.74, Synergy_Bliss=4.45, Synergy_Loewe=4.67, Synergy_HSA=8.11. (6) Drug 1: CC(C)CN1C=NC2=C1C3=CC=CC=C3N=C2N. Drug 2: CCC1(C2=C(COC1=O)C(=O)N3CC4=CC5=C(C=CC(=C5CN(C)C)O)N=C4C3=C2)O.Cl. Cell line: K-562. Synergy scores: CSS=40.7, Synergy_ZIP=-3.25, Synergy_Bliss=-6.18, Synergy_Loewe=-17.7, Synergy_HSA=-4.26. (7) Drug 1: COC1=NC(=NC2=C1N=CN2C3C(C(C(O3)CO)O)O)N. Drug 2: C1C(C(OC1N2C=NC3=C2NC=NCC3O)CO)O. Cell line: BT-549. Synergy scores: CSS=-0.363, Synergy_ZIP=-0.535, Synergy_Bliss=-1.16, Synergy_Loewe=-5.26, Synergy_HSA=-2.99. (8) Drug 1: C1=CC(=C2C(=C1NCCNCCO)C(=O)C3=C(C=CC(=C3C2=O)O)O)NCCNCCO. Drug 2: C1=CC=C(C(=C1)C(C2=CC=C(C=C2)Cl)C(Cl)Cl)Cl. Cell line: KM12. Synergy scores: CSS=33.2, Synergy_ZIP=-3.90, Synergy_Bliss=-0.354, Synergy_Loewe=-21.5, Synergy_HSA=1.33.